From a dataset of Catalyst prediction with 721,799 reactions and 888 catalyst types from USPTO. Predict which catalyst facilitates the given reaction. (1) Reactant: [Cl:1][C:2]1[C:3]([OH:40])=[C:4]([S:9]([N:12]([CH2:26][C:27]2[CH:32]=[CH:31][C:30]([C:33]3[CH:38]=[CH:37][C:36]([F:39])=[CH:35][CH:34]=3)=[CH:29][CH:28]=2)[CH2:13][C:14]2[CH:19]=[CH:18][CH:17]=[C:16]([CH2:20][NH:21][CH2:22][CH:23]([CH3:25])[CH3:24])[CH:15]=2)(=[O:11])=[O:10])[CH:5]=[C:6]([Cl:8])[CH:7]=1.[Cl:41][C:42]1[C:47]([Cl:48])=[CH:46][CH:45]=[CH:44][C:43]=1[N:49]=[C:50]=[O:51]. Product: [Cl:1][C:2]1[C:3]([OH:40])=[C:4]([S:9]([N:12]([CH2:13][C:14]2[CH:19]=[CH:18][CH:17]=[C:16]([CH2:20][N:21]([CH2:22][CH:23]([CH3:25])[CH3:24])[C:50]([NH:49][C:43]3[CH:44]=[CH:45][CH:46]=[C:47]([Cl:48])[C:42]=3[Cl:41])=[O:51])[CH:15]=2)[CH2:26][C:27]2[CH:32]=[CH:31][C:30]([C:33]3[CH:34]=[CH:35][C:36]([F:39])=[CH:37][CH:38]=3)=[CH:29][CH:28]=2)(=[O:11])=[O:10])[CH:5]=[C:6]([Cl:8])[CH:7]=1. The catalyst class is: 1. (2) Reactant: [NH2:1][C:2]1[C:3]([C:22]#[N:23])=[N:4][C:5]([C:14]2[CH:15]=[N:16][C:17]([O:20]C)=[CH:18][CH:19]=2)=[C:6]([C:8]2[CH:13]=[CH:12][CH:11]=[CH:10][CH:9]=2)[N:7]=1.B(Br)(Br)Br.CCOC(C)=O.O. Product: [NH2:1][C:2]1[C:3]([C:22]#[N:23])=[N:4][C:5]([C:14]2[CH:19]=[CH:18][C:17](=[O:20])[NH:16][CH:15]=2)=[C:6]([C:8]2[CH:13]=[CH:12][CH:11]=[CH:10][CH:9]=2)[N:7]=1. The catalyst class is: 279. (3) Product: [CH2:29]([O:1][C:2]([C:5]1[N:9]([CH2:10][CH:11]2[CH2:12][CH2:13][O:14][CH2:15][CH2:16]2)[C:8]2[CH:17]=[CH:18][C:19]([N:21]([CH3:25])[C:22](=[O:24])[CH3:23])=[CH:20][C:7]=2[N:6]=1)([CH3:4])[CH3:3])[CH3:30]. The catalyst class is: 1. Reactant: [OH:1][C:2]([C:5]1[N:9]([CH2:10][CH:11]2[CH2:16][CH2:15][O:14][CH2:13][CH2:12]2)[C:8]2[CH:17]=[CH:18][C:19]([N:21]([CH3:25])[C:22](=[O:24])[CH3:23])=[CH:20][C:7]=2[N:6]=1)([CH3:4])[CH3:3].[H-].[Na+].I[CH2:29][CH3:30]. (4) Reactant: FC(F)(F)S(O[C:7]1[N:8]=[C:9]([N:32]2[CH2:37][CH2:36][O:35][CH2:34][CH2:33]2)[CH:10]=[C:11]2[C:16]=1[N:15]([C:17](=[O:19])[CH3:18])[CH:14]([CH:20]1[CH2:22][CH2:21]1)[CH:13]([CH3:23])[CH:12]2[NH:24][C:25]1[CH:30]=[CH:29][CH:28]=[C:27]([CH3:31])[N:26]=1)(=O)=O.C(N(CC)CC)C.C(O)=O.CO. Product: [CH:20]1([C@H:14]2[C@H:13]([CH3:23])[C@@H:12]([NH:24][C:25]3[CH:30]=[CH:29][CH:28]=[C:27]([CH3:31])[N:26]=3)[C:11]3[C:16](=[CH:7][N:8]=[C:9]([N:32]4[CH2:37][CH2:36][O:35][CH2:34][CH2:33]4)[CH:10]=3)[N:15]2[C:17](=[O:19])[CH3:18])[CH2:22][CH2:21]1. The catalyst class is: 151. (5) Reactant: [CH2:1]([O:8][CH2:9][C@@H:10]1[CH2:15][NH:14][C:13](=O)[C@H:12]([CH3:17])[O:11]1)[C:2]1[CH:7]=[CH:6][CH:5]=[CH:4][CH:3]=1.[AlH4-].[OH-].[Na+].O=[Si]=O. Product: [CH2:1]([O:8][CH2:9][C@H:10]1[O:11][C@@H:12]([CH3:17])[CH2:13][NH:14][CH2:15]1)[C:2]1[CH:3]=[CH:4][CH:5]=[CH:6][CH:7]=1. The catalyst class is: 20.